This data is from Forward reaction prediction with 1.9M reactions from USPTO patents (1976-2016). The task is: Predict the product of the given reaction. (1) Given the reactants [Br:1][C:2]1[C:6]2[CH:7]=[CH:8][CH:9]=[CH:10][C:5]=2[O:4][C:3]=1[CH:11]=[O:12].[CH2:13](O)[CH2:14][OH:15], predict the reaction product. The product is: [Br:1][C:2]1[C:6]2[CH:7]=[CH:8][CH:9]=[CH:10][C:5]=2[O:4][C:3]=1[CH:11]1[O:15][CH2:14][CH2:13][O:12]1. (2) Given the reactants [F:1][C:2]1[CH:22]=[C:21]([N+:23]([O-])=O)[CH:20]=[CH:19][C:3]=1[O:4][C:5]1[C:14]2[C:9](=[CH:10][C:11]([O:17][CH3:18])=[C:12]([O:15][CH3:16])[CH:13]=2)[N:8]=[CH:7][CH:6]=1.Cl, predict the reaction product. The product is: [CH3:16][O:15][C:12]1[CH:13]=[C:14]2[C:9](=[CH:10][C:11]=1[O:17][CH3:18])[N:8]=[CH:7][CH:6]=[C:5]2[O:4][C:3]1[CH:19]=[CH:20][C:21]([NH2:23])=[CH:22][C:2]=1[F:1].